From a dataset of Reaction yield outcomes from USPTO patents with 853,638 reactions. Predict the reaction yield, written as a fraction of the theoretical maximum amount of product (1.0 means a 100% yield; for example, 0.34 means a 34% yield). (1) The reactants are Br[C:2]1[N:3]=[C:4]([CH:7]([O:20][Si:21]([C:24]([CH3:27])([CH3:26])[CH3:25])([CH3:23])[CH3:22])[CH2:8][CH2:9][CH2:10][CH2:11][CH2:12][CH2:13][C:14]2[CH:19]=[CH:18][CH:17]=[CH:16][CH:15]=2)[O:5][CH:6]=1.[I:28]I. The catalyst is C1COCC1. The product is [Si:21]([O:20][CH:7]([C:4]1[O:5][CH:6]=[C:2]([I:28])[N:3]=1)[CH2:8][CH2:9][CH2:10][CH2:11][CH2:12][CH2:13][C:14]1[CH:19]=[CH:18][CH:17]=[CH:16][CH:15]=1)([C:24]([CH3:27])([CH3:26])[CH3:25])([CH3:23])[CH3:22]. The yield is 0.540. (2) The reactants are [OH:1][CH2:2][CH2:3][C@@H:4]1[C@@H:12]([O:13][C:14]2[CH:19]=[CH:18][CH:17]=[CH:16][CH:15]=2)[C@H:11]([CH3:20])[O:10][C:9](=[O:21])[C@@H:8]([NH:22][C:23](=[O:29])[O:24][C:25]([CH3:28])([CH3:27])[CH3:26])[CH2:7][CH2:6][CH2:5]1.CC(OI1(OC(C)=O)(OC(C)=O)OC(=O)C2C=CC=CC1=2)=O. The catalyst is C(Cl)Cl. The product is [CH3:20][C@@H:11]1[O:10][C:9](=[O:21])[C@@H:8]([NH:22][C:23](=[O:29])[O:24][C:25]([CH3:28])([CH3:27])[CH3:26])[CH2:7][CH2:6][CH2:5][C@H:4]([CH2:3][CH:2]=[O:1])[C@H:12]1[O:13][C:14]1[CH:15]=[CH:16][CH:17]=[CH:18][CH:19]=1. The yield is 0.980. (3) The reactants are C([O:8][CH:9]1[C:17]([CH3:19])([CH3:18])[CH2:16][C:15]2[NH:14][N:13]=[C:12]([C:20]([OH:22])=[O:21])[C:11]=2[CH2:10]1)C1C=CC=CC=1. The catalyst is C(O)(=O)C.[OH-].[OH-].[Pd+2]. The product is [OH:8][CH:9]1[C:17]([CH3:18])([CH3:19])[CH2:16][C:15]2[NH:14][N:13]=[C:12]([C:20]([OH:22])=[O:21])[C:11]=2[CH2:10]1. The yield is 0.930. (4) The reactants are [Cl:1][C:2]1[CH:7]=[CH:6][C:5]([N:8]2[CH2:13][CH2:12][O:11][CH2:10][CH2:9]2)=[C:4]([CH2:14][N:15]2[CH2:20][CH2:19][NH:18][CH2:17][CH2:16]2)[CH:3]=1.[C:21](=O)([O:30]N1C(=O)CCC1=O)[O:22][N:23]1[C:27](=[O:28])[CH2:26][CH2:25][C:24]1=[O:29].ClCCl.C(N(CC)C(C)C)(C)C. The catalyst is O. The product is [Cl:1][C:2]1[CH:7]=[CH:6][C:5]([N:8]2[CH2:13][CH2:12][O:11][CH2:10][CH2:9]2)=[C:4]([CH2:14][N:15]2[CH2:16][CH2:17][N:18]([C:21]([O:22][N:23]3[C:27](=[O:28])[CH2:26][CH2:25][C:24]3=[O:29])=[O:30])[CH2:19][CH2:20]2)[CH:3]=1. The yield is 0.400.